From a dataset of Full USPTO retrosynthesis dataset with 1.9M reactions from patents (1976-2016). Predict the reactants needed to synthesize the given product. The reactants are: [F:1][CH:2]([F:34])[O:3][C:4]1[CH:13]=[C:12]([O:14][CH:15]([C:18]2[S:22][C:21]([C:23]3[CH:28]=[CH:27][C:26]([C:29]([F:32])([F:31])[F:30])=[CH:25][CH:24]=3)=[N:20][C:19]=2[CH3:33])[CH2:16][CH3:17])[CH:11]=[CH:10][C:5]=1[C:6]([NH:8][OH:9])=[NH:7].C(N(CC)C(C)C)(C)C.Cl[C:45](OC1C=CC=CC=1)=[O:46].O. Given the product [F:34][CH:2]([F:1])[O:3][C:4]1[CH:13]=[C:12]([O:14][CH:15]([C:18]2[S:22][C:21]([C:23]3[CH:28]=[CH:27][C:26]([C:29]([F:32])([F:31])[F:30])=[CH:25][CH:24]=3)=[N:20][C:19]=2[CH3:33])[CH2:16][CH3:17])[CH:11]=[CH:10][C:5]=1[C:6]1[NH:7][C:45](=[O:46])[O:9][N:8]=1, predict the reactants needed to synthesize it.